From a dataset of Catalyst prediction with 721,799 reactions and 888 catalyst types from USPTO. Predict which catalyst facilitates the given reaction. (1) Reactant: [Br:1][C:2]1[CH:3]=[C:4]2[C:8](=[CH:9][CH:10]=1)[NH:7][N:6]=[C:5]2[F:11].CC1C=CC(S(O)(=O)=O)=CC=1.[O:23]1[CH:28]=[CH:27][CH2:26][CH2:25][CH2:24]1. Product: [Br:1][C:2]1[CH:3]=[C:4]2[C:8](=[CH:9][CH:10]=1)[N:7]([CH:24]1[CH2:25][CH2:26][CH2:27][CH2:28][O:23]1)[N:6]=[C:5]2[F:11]. The catalyst class is: 4. (2) Reactant: CN(C(O[N:9]1N=N[C:11]2C=CC=[N:15][C:10]1=2)=[N+](C)C)C.F[P-](F)(F)(F)(F)F.[Cl:25][C:26]1[CH:34]=[C:33]([C:35]2[CH:36]=[CH:37][C:38]3[N:39]([C:41]([CH2:44][O:45][C:46]4[C:55]5[C:50](=[CH:51][C:52]([O:56][CH3:57])=[CH:53][CH:54]=5)[N:49]=[CH:48][CH:47]=4)=[N:42][N:43]=3)[N:40]=2)[CH:32]=[CH:31][C:27]=1[C:28](O)=[O:29].CCN(C(C)C)C(C)C.O/N=C(\N)/C. Product: [Cl:25][C:26]1[CH:34]=[C:33]([C:35]2[CH:36]=[CH:37][C:38]3[N:39]([C:41]([CH2:44][O:45][C:46]4[C:55]5[C:50](=[CH:51][C:52]([O:56][CH3:57])=[CH:53][CH:54]=5)[N:49]=[CH:48][CH:47]=4)=[N:42][N:43]=3)[N:40]=2)[CH:32]=[CH:31][C:27]=1[C:28]1[O:29][N:15]=[C:10]([CH3:11])[N:9]=1. The catalyst class is: 18. (3) Reactant: [Li:1].Cl[P:3](Cl)[C:4]1[CH:9]=[CH:8][CH:7]=[CH:6][CH:5]=1.C1C2C(=CC=CC=2)C=CC=1.[CH3:21][C:22]1[CH:30]=[C:29]([CH3:31])[CH:28]=[C:27]([CH3:32])[C:23]=1[C:24](Cl)=[O:25]. Product: [CH3:21][C:22]1[CH:30]=[C:29]([CH3:31])[CH:28]=[C:27]([CH3:32])[C:23]=1[C:24]([PH:3][C:4]1[CH:9]=[CH:8][CH:7]=[CH:6][CH:5]=1)=[O:25].[Li:1]. The catalyst class is: 7. (4) Reactant: C([Si](C)(C)O[CH2:7][CH2:8][CH2:9][OH:10])(C)(C)C.[CH3:13][N:14]([CH2:25][C:26]1[N:30]([CH2:31][C@H:32]2[CH2:37][CH2:36][CH2:35][NH:34][CH2:33]2)[C:29]2[CH:38]=[CH:39][CH:40]=[CH:41][C:28]=2[N:27]=1)[C@@H:15]1[C:24]2[N:23]=[CH:22][CH:21]=[CH:20][C:19]=2[CH2:18][CH2:17][CH2:16]1.C(O)(=O)C.[BH-](OC(C)=O)(OC(C)=O)OC(C)=O.[Na+].C([O-])([O-])=O.[Na+].[Na+].[F-].C([N+](CCCC)(CCCC)CCCC)CCC.C1COCC1. Product: [CH3:13][N:14]([CH2:25][C:26]1[N:30]([CH2:31][C@H:32]2[CH2:37][CH2:36][CH2:35][N:34]([CH2:7][CH2:8][CH2:9][OH:10])[CH2:33]2)[C:29]2[CH:38]=[CH:39][CH:40]=[CH:41][C:28]=2[N:27]=1)[C@@H:15]1[C:24]2[N:23]=[CH:22][CH:21]=[CH:20][C:19]=2[CH2:18][CH2:17][CH2:16]1. The catalyst class is: 4. (5) Reactant: [CH2:1]([OH:8])[C:2]1[CH:7]=[CH:6][CH:5]=[CH:4][CH:3]=1.[H-].[Na+].Cl[C:12]1[C:17]([C:18]#[N:19])=[C:16]([NH:20][C:21]2[CH:26]=[CH:25][C:24]([I:27])=[CH:23][CH:22]=2)[N:15]=[C:14]([S:28][CH3:29])[N:13]=1. Product: [CH2:1]([O:8][C:12]1[C:17]([C:18]#[N:19])=[C:16]([NH:20][C:21]2[CH:26]=[CH:25][C:24]([I:27])=[CH:23][CH:22]=2)[N:15]=[C:14]([S:28][CH3:29])[N:13]=1)[C:2]1[CH:7]=[CH:6][CH:5]=[CH:4][CH:3]=1. The catalyst class is: 37.